Dataset: Peptide-MHC class I binding affinity with 185,985 pairs from IEDB/IMGT. Task: Regression. Given a peptide amino acid sequence and an MHC pseudo amino acid sequence, predict their binding affinity value. This is MHC class I binding data. The peptide sequence is WYKMWRVSK. The MHC is HLA-B15:17 with pseudo-sequence HLA-B15:17. The binding affinity (normalized) is 0.0847.